Dataset: Reaction yield outcomes from USPTO patents with 853,638 reactions. Task: Predict the reaction yield, written as a fraction of the theoretical maximum amount of product (1.0 means a 100% yield; for example, 0.34 means a 34% yield). The reactants are [OH-].[Na+].C[O:4][C:5](=[O:36])[CH2:6][O:7][C:8]1[CH:17]=[CH:16][C:15]2[C:10](=[CH:11][CH:12]=[C:13]([CH2:18][NH:19][C:20]([C:22]3[CH:23]=[N:24][N:25]([C:30]4[CH:35]=[CH:34][CH:33]=[CH:32][CH:31]=4)[C:26]=3[CH2:27][CH2:28][CH3:29])=[O:21])[CH:14]=2)[CH:9]=1.O.Cl. The catalyst is CO. The product is [C:30]1([N:25]2[C:26]([CH2:27][CH2:28][CH3:29])=[C:22]([C:20]([NH:19][CH2:18][C:13]3[CH:14]=[C:15]4[C:10](=[CH:11][CH:12]=3)[CH:9]=[C:8]([O:7][CH2:6][C:5]([OH:36])=[O:4])[CH:17]=[CH:16]4)=[O:21])[CH:23]=[N:24]2)[CH:35]=[CH:34][CH:33]=[CH:32][CH:31]=1. The yield is 0.920.